Dataset: Forward reaction prediction with 1.9M reactions from USPTO patents (1976-2016). Task: Predict the product of the given reaction. (1) Given the reactants [Cl:1][C:2]1[CH:7]=[CH:6][N:5]=[C:4]([C:8]([NH:10][C:11]2[CH:16]=[CH:15][CH:14]=[C:13]([C:17]([NH:19][NH2:20])=O)[N:12]=2)=[O:9])[CH:3]=1.C[N:22]([CH3:26])[C:23](=O)[CH3:24].[CH:27]1(N)CC1.C(O)(=O)C, predict the reaction product. The product is: [Cl:1][C:2]1[CH:7]=[CH:6][N:5]=[C:4]([C:8]([NH:10][C:11]2[CH:16]=[CH:15][CH:14]=[C:13]([C:17]3[N:22]([CH:23]4[CH2:27][CH2:24]4)[CH:26]=[N:20][N:19]=3)[N:12]=2)=[O:9])[CH:3]=1. (2) Given the reactants [S:1]1[C:5]2[C:6]3[CH:14]=[CH:13][CH:12]=[CH:11][C:7]=3[O:8][CH2:9][CH2:10][C:4]=2[CH:3]=[CH:2]1.[C:15]1([CH2:21][C:22](O)=[O:23])[CH:20]=[CH:19][CH:18]=[CH:17][CH:16]=1, predict the reaction product. The product is: [S:1]1[C:5]2[C:6]3[CH:14]=[CH:13][CH:12]=[CH:11][C:7]=3[O:8][CH2:9][CH2:10][C:4]=2[CH:3]=[C:2]1[C:22](=[O:23])[CH2:21][C:15]1[CH:20]=[CH:19][CH:18]=[CH:17][CH:16]=1. (3) The product is: [CH3:36][O:35][CH2:34][O:33][C:23]1[C:24]([C:14]([OH:16])=[O:15])=[CH:25][C:26]2[C:27]([CH3:31])([CH3:30])[CH2:28][CH2:29][C:20]([CH3:37])([CH3:19])[C:21]=2[CH:22]=1. Given the reactants CC1(C)CC(C)(C)C2C(=C(C)C=C([C:14]([OH:16])=[O:15])C=2)O1.[CH3:19][C:20]1([CH3:37])[CH2:29][CH2:28][C:27]([CH3:31])([CH3:30])[C:26]2[CH:25]=[C:24](Br)[C:23]([O:33][CH2:34][O:35][CH3:36])=[CH:22][C:21]1=2.[Li]C(C)(C)C, predict the reaction product. (4) Given the reactants Cl[C:2]1[N:3]=[C:4]([N:17]2[CH2:22][CH2:21][O:20][CH2:19][CH2:18]2)[C:5]2[S:10][C:9]([CH2:11][N:12]([CH3:16])[C:13](=[O:15])[CH3:14])=[CH:8][C:6]=2[N:7]=1.[NH:23]1[C:31]2[C:26](=[CH:27][CH:28]=[CH:29][CH:30]=2)[CH:25]=[C:24]1B(O)O, predict the reaction product. The product is: [NH:23]1[C:31]2[C:26](=[C:27]([C:2]3[N:3]=[C:4]([N:17]4[CH2:22][CH2:21][O:20][CH2:19][CH2:18]4)[C:5]4[S:10][C:9]([CH2:11][N:12]([CH3:16])[C:13](=[O:15])[CH3:14])=[CH:8][C:6]=4[N:7]=3)[CH:28]=[CH:29][CH:30]=2)[CH:25]=[CH:24]1. (5) The product is: [CH:29]1([N:12]2[C:8]([C:5]3[CH:6]=[CH:7][C:2]([F:1])=[CH:3][CH:4]=3)=[C:9]([C:13]3[S:14][CH:15]=[C:16]([CH2:18][C:19]([NH:21][CH2:22][CH:23]4[CH2:28][CH2:27][O:26][CH2:25][CH2:24]4)=[O:20])[N:17]=3)[CH:10]=[N:11]2)[CH2:35][CH2:34][CH2:33][CH2:32][CH2:31][CH2:30]1.[CH:29]1([N:11]2[CH:10]=[C:9]([C:13]3[S:14][CH:15]=[C:16]([CH2:18][C:19]([NH:21][CH2:22][CH:23]4[CH2:28][CH2:27][O:26][CH2:25][CH2:24]4)=[O:20])[N:17]=3)[C:8]([C:5]3[CH:6]=[CH:7][C:2]([F:1])=[CH:3][CH:4]=3)=[N:12]2)[CH2:35][CH2:34][CH2:33][CH2:32][CH2:31][CH2:30]1. Given the reactants [F:1][C:2]1[CH:7]=[CH:6][C:5]([C:8]2[NH:12][N:11]=[CH:10][C:9]=2[C:13]2[S:14][CH:15]=[C:16]([CH2:18][C:19]([NH:21][CH2:22][CH:23]3[CH2:28][CH2:27][O:26][CH2:25][CH2:24]3)=[O:20])[N:17]=2)=[CH:4][CH:3]=1.[CH:29]1(O)[CH2:35][CH2:34][CH2:33][CH2:32][CH2:31][CH2:30]1.CC(OC(/N=N/C(OC(C)C)=O)=O)C.C1(P(C2C=CC=CC=2)C2C=CC=CC=2)C=CC=CC=1, predict the reaction product. (6) Given the reactants [F:1][C:2]1[C:3]([N:10]2[CH2:15][CH2:14][O:13][CH2:12][CH2:11]2)=[C:4]([CH:7]=[CH:8][CH:9]=1)[CH:5]=O.[N:16]1([C:22]([O:24][C:25]([CH3:28])([CH3:27])[CH3:26])=[O:23])[CH2:21][CH2:20][NH:19][CH2:18][CH2:17]1.C(O[BH-](OC(=O)C)OC(=O)C)(=O)C.[Na+], predict the reaction product. The product is: [F:1][C:2]1[C:3]([N:10]2[CH2:15][CH2:14][O:13][CH2:12][CH2:11]2)=[C:4]([CH2:5][N:19]2[CH2:18][CH2:17][N:16]([C:22]([O:24][C:25]([CH3:28])([CH3:27])[CH3:26])=[O:23])[CH2:21][CH2:20]2)[CH:7]=[CH:8][CH:9]=1. (7) Given the reactants C1(C#CC2CC3(CCNCC3)ON=2)C=CC=CC=1.[Cl:19][C:20]1[CH:21]=[C:22]([C:26]#[C:27][C:28]2[CH2:32][C:31]3([CH2:36][CH2:35][N:34](C(OC(C)(C)C)=O)[CH2:33]3)[O:30][N:29]=2)[CH:23]=[CH:24][CH:25]=1, predict the reaction product. The product is: [Cl:19][C:20]1[CH:21]=[C:22]([C:26]#[C:27][C:28]2[CH2:32][C:31]3([CH2:36][CH2:35][NH:34][CH2:33]3)[O:30][N:29]=2)[CH:23]=[CH:24][CH:25]=1. (8) Given the reactants O[C@H:2]1[CH2:6][N:5]([C:7]([O:9][C:10]([CH3:13])([CH3:12])[CH3:11])=[O:8])[C@H:4]([C:14]2[NH:15][C:16]([C:19]3[CH:24]=[CH:23][C:22]([B:25]4[O:29]C(C)(C)C(C)(C)[O:26]4)=[CH:21][CH:20]=3)=[CH:17][N:18]=2)[CH2:3]1.COCCN(S(F)(F)[F:44])CCOC.C(=O)(O)[O-].[Na+], predict the reaction product. The product is: [C:10]([O:9][C:7]([N:5]1[CH2:6][C@@H:2]([F:44])[CH2:3][C@H:4]1[C:14]1[NH:15][C:16]([C:19]2[CH:24]=[CH:23][C:22]([B:25]([OH:29])[OH:26])=[CH:21][CH:20]=2)=[CH:17][N:18]=1)=[O:8])([CH3:13])([CH3:12])[CH3:11]. (9) Given the reactants [NH2:1][C:2]1[S:3][C:4]2[CH:10]=[C:9]([O:11][C:12]3[CH:13]=[CH:14][C:15]([CH3:32])=[C:16]([NH:18][C:19](=[O:31])[C:20]4[CH:25]=[CH:24][CH:23]=[C:22]([C:26]([C:29]#[N:30])([CH3:28])[CH3:27])[CH:21]=4)[CH:17]=3)[CH:8]=[CH:7][C:5]=2[N:6]=1.C([O:36][CH2:37][C:38](Cl)=[O:39])(=O)C, predict the reaction product. The product is: [C:29]([C:26]([C:22]1[CH:21]=[C:20]([CH:25]=[CH:24][CH:23]=1)[C:19]([NH:18][C:16]1[CH:17]=[C:12]([O:11][C:9]2[CH:8]=[CH:7][C:5]3[N:6]=[C:2]([NH:1][C:37](=[O:36])[CH2:38][OH:39])[S:3][C:4]=3[CH:10]=2)[CH:13]=[CH:14][C:15]=1[CH3:32])=[O:31])([CH3:27])[CH3:28])#[N:30].